Dataset: NCI-60 drug combinations with 297,098 pairs across 59 cell lines. Task: Regression. Given two drug SMILES strings and cell line genomic features, predict the synergy score measuring deviation from expected non-interaction effect. (1) Drug 1: C1CCN(CC1)CCOC2=CC=C(C=C2)C(=O)C3=C(SC4=C3C=CC(=C4)O)C5=CC=C(C=C5)O. Drug 2: CN(C)N=NC1=C(NC=N1)C(=O)N. Cell line: SK-MEL-28. Synergy scores: CSS=-3.24, Synergy_ZIP=3.91, Synergy_Bliss=4.34, Synergy_Loewe=-7.36, Synergy_HSA=-5.89. (2) Drug 2: C1=NNC2=C1C(=O)NC=N2. Synergy scores: CSS=39.1, Synergy_ZIP=7.17, Synergy_Bliss=12.5, Synergy_Loewe=-33.4, Synergy_HSA=8.40. Drug 1: CC1C(C(CC(O1)OC2CC(CC3=C2C(=C4C(=C3O)C(=O)C5=C(C4=O)C(=CC=C5)OC)O)(C(=O)C)O)N)O.Cl. Cell line: COLO 205. (3) Drug 1: CC1=CC2C(CCC3(C2CCC3(C(=O)C)OC(=O)C)C)C4(C1=CC(=O)CC4)C. Drug 2: CC1=C(C=C(C=C1)C(=O)NC2=CC(=CC(=C2)C(F)(F)F)N3C=C(N=C3)C)NC4=NC=CC(=N4)C5=CN=CC=C5. Cell line: HT29. Synergy scores: CSS=3.16, Synergy_ZIP=1.88, Synergy_Bliss=4.39, Synergy_Loewe=-0.845, Synergy_HSA=-0.398. (4) Drug 1: COC1=NC(=NC2=C1N=CN2C3C(C(C(O3)CO)O)O)N. Cell line: UO-31. Drug 2: C#CCC(CC1=CN=C2C(=N1)C(=NC(=N2)N)N)C3=CC=C(C=C3)C(=O)NC(CCC(=O)O)C(=O)O. Synergy scores: CSS=52.8, Synergy_ZIP=0.627, Synergy_Bliss=-0.915, Synergy_Loewe=-6.65, Synergy_HSA=1.26. (5) Drug 1: C1=CC(=CC=C1CC(C(=O)O)N)N(CCCl)CCCl.Cl. Drug 2: CN(C(=O)NC(C=O)C(C(C(CO)O)O)O)N=O. Cell line: COLO 205. Synergy scores: CSS=19.4, Synergy_ZIP=-8.48, Synergy_Bliss=-7.79, Synergy_Loewe=-11.0, Synergy_HSA=-11.9. (6) Drug 1: CNC(=O)C1=NC=CC(=C1)OC2=CC=C(C=C2)NC(=O)NC3=CC(=C(C=C3)Cl)C(F)(F)F. Drug 2: CC(C)CN1C=NC2=C1C3=CC=CC=C3N=C2N. Cell line: OVCAR-5. Synergy scores: CSS=1.47, Synergy_ZIP=-0.457, Synergy_Bliss=-0.0732, Synergy_Loewe=-4.24, Synergy_HSA=-0.303.